This data is from Forward reaction prediction with 1.9M reactions from USPTO patents (1976-2016). The task is: Predict the product of the given reaction. (1) Given the reactants [CH2:1]([N:8]([CH2:21][C:22]1[CH:27]=[CH:26][CH:25]=[CH:24][CH:23]=1)[CH:9]1[CH2:14][CH2:13][CH:12]([C:15](N(OC)C)=[O:16])[CH2:11][CH2:10]1)[C:2]1[CH:7]=[CH:6][CH:5]=[CH:4][CH:3]=1.[CH2:28]1COCC1, predict the reaction product. The product is: [CH2:21]([N:8]([CH2:1][C:2]1[CH:7]=[CH:6][CH:5]=[CH:4][CH:3]=1)[CH:9]1[CH2:10][CH2:11][CH:12]([C:15](=[O:16])[CH3:28])[CH2:13][CH2:14]1)[C:22]1[CH:27]=[CH:26][CH:25]=[CH:24][CH:23]=1. (2) The product is: [F:13][C:14]([F:27])([F:26])[S:15]([O:11][C:9]1[CH:8]=[CH:7][C:6]2[C:2]([CH3:12])([CH3:1])[CH2:3][O:4][C:5]=2[CH:10]=1)(=[O:17])=[O:16]. Given the reactants [CH3:1][C:2]1([CH3:12])[C:6]2[CH:7]=[CH:8][C:9]([OH:11])=[CH:10][C:5]=2[O:4][CH2:3]1.[F:13][C:14]([F:27])([F:26])[S:15](O[S:15]([C:14]([F:27])([F:26])[F:13])(=[O:17])=[O:16])(=[O:17])=[O:16].C(N(CC)CC)C.O, predict the reaction product. (3) Given the reactants [Cl:1][C:2]1[CH:7]=[C:6]([Cl:8])[CH:5]=[CH:4][C:3]=1[C:9]1[N:10]=[C:11]([C@@H:17]([NH:26][C:27]([C@H:29]2[CH2:34][CH2:33][C@H:32]([CH2:35][CH3:36])[CH2:31][CH2:30]2)=[O:28])[CH2:18][C:19]2[CH:24]=[CH:23][C:22]([OH:25])=[CH:21][CH:20]=2)[N:12]([CH2:14][C:15]#[CH:16])[CH:13]=1.I[C:38]1[CH:47]=[CH:46][C:41]([C:42]([O:44]C)=[O:43])=[CH:40][CH:39]=1, predict the reaction product. The product is: [Cl:1][C:2]1[CH:7]=[C:6]([Cl:8])[CH:5]=[CH:4][C:3]=1[C:9]1[N:10]=[C:11]([C@@H:17]([NH:26][C:27]([C@H:29]2[CH2:34][CH2:33][C@H:32]([CH2:35][CH3:36])[CH2:31][CH2:30]2)=[O:28])[CH2:18][C:19]2[CH:24]=[CH:23][C:22]([O:25][C:38]3[CH:47]=[CH:46][C:41]([C:42]([OH:44])=[O:43])=[CH:40][CH:39]=3)=[CH:21][CH:20]=2)[N:12]([CH2:14][C:15]#[CH:16])[CH:13]=1.